From a dataset of Reaction yield outcomes from USPTO patents with 853,638 reactions. Predict the reaction yield, written as a fraction of the theoretical maximum amount of product (1.0 means a 100% yield; for example, 0.34 means a 34% yield). (1) The reactants are [CH3:1][C:2]1[CH:11]=[CH:10][C:9]2[C:4](=[CH:5][CH:6]=[CH:7][C:8]=2[N:12]2[CH2:17][CH2:16][N:15]([CH2:18][CH2:19][C:20]3[CH:21]=[C:22]([CH:24]=[CH:25][CH:26]=3)[NH2:23])[CH2:14][CH2:13]2)[N:3]=1.[Cl:27][C:28]1[CH:33]=[CH:32][CH:31]=[CH:30][C:29]=1[N:34]=[C:35]=[O:36]. No catalyst specified. The product is [ClH:27].[ClH:27].[Cl:27][C:28]1[CH:33]=[CH:32][CH:31]=[CH:30][C:29]=1[NH:34][C:35]([NH:23][C:22]1[CH:24]=[CH:25][CH:26]=[C:20]([CH2:19][CH2:18][N:15]2[CH2:14][CH2:13][N:12]([C:8]3[CH:7]=[CH:6][CH:5]=[C:4]4[C:9]=3[CH:10]=[CH:11][C:2]([CH3:1])=[N:3]4)[CH2:17][CH2:16]2)[CH:21]=1)=[O:36]. The yield is 0.550. (2) The reactants are [CH3:1][C:2]1[N:3]([S:12]([C:15]2[CH:20]=[CH:19][CH:18]=[CH:17][CH:16]=2)(=[O:14])=[O:13])[CH:4]=[CH:5][C:6]=1[C:7](OCC)=[O:8].[H-].C([Al+]CC(C)C)C(C)C. The catalyst is C1(C)C=CC=CC=1. The product is [CH3:1][C:2]1[N:3]([S:12]([C:15]2[CH:20]=[CH:19][CH:18]=[CH:17][CH:16]=2)(=[O:13])=[O:14])[CH:4]=[CH:5][C:6]=1[CH2:7][OH:8]. The yield is 0.960. (3) The reactants are [C:1]([O:5][C:6]([N:8]1[C:17]2[C:12](=[CH:13][C:14]([O:18][CH2:19][CH2:20][CH2:21][CH2:22]Br)=[CH:15][CH:16]=2)[CH2:11][CH2:10][CH2:9]1)=[O:7])([CH3:4])([CH3:3])[CH3:2].[CH2:24]([NH:27][CH3:28])[CH:25]=[CH2:26]. The catalyst is CN(C=O)C. The product is [C:1]([O:5][C:6]([N:8]1[C:17]2[C:12](=[CH:13][C:14]([O:18][CH2:19][CH2:20][CH2:21][CH2:22][N:27]([CH2:24][CH:25]=[CH2:26])[CH3:28])=[CH:15][CH:16]=2)[CH2:11][CH2:10][CH2:9]1)=[O:7])([CH3:4])([CH3:3])[CH3:2]. The yield is 0.740.